From a dataset of Full USPTO retrosynthesis dataset with 1.9M reactions from patents (1976-2016). Predict the reactants needed to synthesize the given product. (1) Given the product [Cl:9][C:7]1[CH:8]=[C:2]([Cl:1])[C:3]2[N:4]=[C:25]([CH2:26][CH:20]([C:17]3[CH:16]=[CH:15][C:14]([Cl:13])=[CH:19][CH:18]=3)[CH2:21][C:22]([OH:24])=[O:23])[NH:10][C:5]=2[CH:6]=1.[ClH:1], predict the reactants needed to synthesize it. The reactants are: [Cl:1][C:2]1[CH:8]=[C:7]([Cl:9])[CH:6]=[C:5]([N+:10]([O-])=O)[C:3]=1[NH2:4].[Cl:13][C:14]1[CH:19]=[CH:18][C:17]([CH:20]2[CH2:26][C:25](=O)[O:24][C:22](=[O:23])[CH2:21]2)=[CH:16][CH:15]=1. (2) Given the product [N+:15]([C:11]1[CH:10]=[C:9]([N:3]2[CH:7]=[CH:6][N:5]=[CH:4]2)[CH:14]=[CH:13][CH:12]=1)([O-:17])=[O:16], predict the reactants needed to synthesize it. The reactants are: [H-].[Na+].[NH:3]1[CH:7]=[CH:6][N:5]=[CH:4]1.F[C:9]1[CH:14]=[CH:13][CH:12]=[C:11]([N+:15]([O-:17])=[O:16])[CH:10]=1. (3) Given the product [C:10]1([S:16][C:2]2[CH:3]=[C:4]([CH3:9])[CH:5]=[C:6]([CH3:8])[CH:7]=2)[CH:15]=[CH:14][CH:13]=[CH:12][CH:11]=1, predict the reactants needed to synthesize it. The reactants are: I[C:2]1[CH:3]=[C:4]([CH3:9])[CH:5]=[C:6]([CH3:8])[CH:7]=1.[C:10]1([SH:16])[CH:15]=[CH:14][CH:13]=[CH:12][CH:11]=1.C([O-])([O-])=O.[K+].[K+].C(O)CO. (4) Given the product [Br:1][C:2]1[CH:3]=[CH:4][C:5]([C:8]2[CH:9]=[CH:10][C:11]([O:14][CH2:15][C:16]3[C:17]([O:22][CH3:23])=[N+:18]([O-:32])[CH:19]=[CH:20][CH:21]=3)=[CH:12][CH:13]=2)=[CH:6][CH:7]=1, predict the reactants needed to synthesize it. The reactants are: [Br:1][C:2]1[CH:7]=[CH:6][C:5]([C:8]2[CH:13]=[CH:12][C:11]([O:14][CH2:15][C:16]3[C:17]([O:22][CH3:23])=[N:18][CH:19]=[CH:20][CH:21]=3)=[CH:10][CH:9]=2)=[CH:4][CH:3]=1.C1C=C(Cl)C=C(C(OO)=[O:32])C=1. (5) Given the product [CH3:1][O:2][C:3]([N:5]1[C@H:13]2[C@H:8]([C@:9]([O:23][C:33](=[O:34])[CH2:32][O:31][CH2:30][CH2:29][O:28][CH2:27][CH2:26][O:25][CH3:24])([C:14]#[C:15][C:16]3[CH:17]=[C:18]([CH3:22])[CH:19]=[CH:20][CH:21]=3)[CH2:10][CH2:11][CH2:12]2)[CH2:7][CH2:6]1)=[O:4], predict the reactants needed to synthesize it. The reactants are: [CH3:1][O:2][C:3]([N:5]1[C@@H:13]2[C@@H:8]([C@@:9]([OH:23])([C:14]#[C:15][C:16]3[CH:17]=[C:18]([CH3:22])[CH:19]=[CH:20][CH:21]=3)[CH2:10][CH2:11][CH2:12]2)[CH2:7][CH2:6]1)=[O:4].[CH3:24][O:25][CH2:26][CH2:27][O:28][CH2:29][CH2:30][O:31][CH2:32][C:33](O)=[O:34]. (6) Given the product [F:20][C:21]1[CH:29]=[CH:28][CH:27]=[C:26]([C:30]([F:31])([F:32])[F:33])[C:22]=1[C:23]([NH:1][C:2]1[S:13][C:5]2[C:6]([CH3:11])([CH3:12])[O:7][C:8]([CH3:9])([CH3:10])[C:4]=2[C:3]=1[C:14]([O:16][CH2:17][CH2:18][CH3:19])=[O:15])=[O:24], predict the reactants needed to synthesize it. The reactants are: [NH2:1][C:2]1[S:13][C:5]2[C:6]([CH3:12])([CH3:11])[O:7][C:8]([CH3:10])([CH3:9])[C:4]=2[C:3]=1[C:14]([O:16][CH2:17][CH2:18][CH3:19])=[O:15].[F:20][C:21]1[CH:29]=[CH:28][CH:27]=[C:26]([C:30]([F:33])([F:32])[F:31])[C:22]=1[C:23](Cl)=[O:24]. (7) Given the product [C:2]1([C:25]2[CH:30]=[CH:29][CH:28]=[CH:27][CH:26]=2)[CH:7]=[CH:6][CH:5]=[C:4]([N:8]2[CH2:23][CH:11]3[CH2:12][N:13]([C:16]([O:18][C:19]([CH3:22])([CH3:21])[CH3:20])=[O:17])[CH2:14][CH2:15][N:10]3[C:9]2=[O:24])[CH:3]=1, predict the reactants needed to synthesize it. The reactants are: Br[C:2]1[CH:3]=[C:4]([N:8]2[CH2:23][CH:11]3[CH2:12][N:13]([C:16]([O:18][C:19]([CH3:22])([CH3:21])[CH3:20])=[O:17])[CH2:14][CH2:15][N:10]3[C:9]2=[O:24])[CH:5]=[CH:6][CH:7]=1.[C:25]1(B(O)O)[CH:30]=[CH:29][CH:28]=[CH:27][CH:26]=1.C(=O)([O-])[O-].[K+].[K+].O1CCOCC1. (8) Given the product [OH:11][C:8]1[CH:7]=[CH:6][C:5]([C:1]([C:4]2[CH:10]=[CH:9][C:8]([OH:11])=[CH:7][CH:6]=2)([CH3:2])[CH3:3])=[CH:10][CH:9]=1, predict the reactants needed to synthesize it. The reactants are: [C:1]([C:5]1[CH:10]=[CH:9][C:8]([OH:11])=[CH:7][CH:6]=1)([CH3:4])([CH3:3])[CH3:2]. (9) Given the product [Cl:1][C:2]1[CH:7]=[CH:6][C:5]([C@H:8]2[N:15]3[C:11]([S:12][C:13]([C:19]([N:21]4[C@H:28]([CH3:29])[CH2:27][CH2:26][C@H:22]4[C:23]([N:45]4[CH2:44][CH2:43][NH:42][C:41]([CH3:47])([CH3:40])[CH2:46]4)=[O:24])=[O:20])=[C:14]3[CH:16]([CH3:17])[CH3:18])=[N:10][C@:9]2([C:31]2[CH:36]=[CH:35][C:34]([Cl:37])=[CH:33][CH:32]=2)[CH3:30])=[CH:4][CH:3]=1, predict the reactants needed to synthesize it. The reactants are: [Cl:1][C:2]1[CH:7]=[CH:6][C:5]([C@H:8]2[N:15]3[C:11]([S:12][C:13]([C:19]([N:21]4[C@H:28]([CH3:29])[CH2:27][CH2:26][C@H:22]4[C:23](O)=[O:24])=[O:20])=[C:14]3[CH:16]([CH3:18])[CH3:17])=[N:10][C@:9]2([C:31]2[CH:36]=[CH:35][C:34]([Cl:37])=[CH:33][CH:32]=2)[CH3:30])=[CH:4][CH:3]=1.Cl.Cl.[CH3:40][C:41]1([CH3:47])[CH2:46][NH:45][CH2:44][CH2:43][NH:42]1.